Dataset: Forward reaction prediction with 1.9M reactions from USPTO patents (1976-2016). Task: Predict the product of the given reaction. (1) Given the reactants [Cl:1][C:2]1[CH:7]=[C:6]([OH:8])[CH:5]=[CH:4][C:3]=1[CH:9]([CH3:25])[C:10]([C:16]1[CH:17]=[C:18]([CH3:24])[C:19](=[O:23])[N:20]([CH3:22])[CH:21]=1)([OH:15])[C:11]([F:14])([F:13])[F:12].[CH3:26][O:27][C:28](=[O:37])[C:29]1[CH:34]=[C:33]([Cl:35])[C:32](Cl)=[N:31][CH:30]=1.N12CCN(CC1)CC2, predict the reaction product. The product is: [CH3:26][O:27][C:28](=[O:37])[C:29]1[CH:34]=[C:33]([Cl:35])[C:32]([O:8][C:6]2[CH:5]=[CH:4][C:3]([CH:9]([CH3:25])[C:10]([C:16]3[CH:17]=[C:18]([CH3:24])[C:19](=[O:23])[N:20]([CH3:22])[CH:21]=3)([OH:15])[C:11]([F:13])([F:14])[F:12])=[C:2]([Cl:1])[CH:7]=2)=[N:31][CH:30]=1. (2) Given the reactants [CH3:1][NH:2][C:3]1[CH:8]=[CH:7][CH:6]=[CH:5][C:4]=1[O:9][C:10]([F:13])([F:12])[F:11].Cl[C:15]([O:17][C:18]1[CH:23]=[CH:22][C:21]([O:24][C:25]2[CH:30]=[CH:29][C:28]([C:31]([F:34])([F:33])[F:32])=[CH:27][N:26]=2)=[CH:20][CH:19]=1)=[O:16], predict the reaction product. The product is: [F:32][C:31]([F:34])([F:33])[C:28]1[CH:29]=[CH:30][C:25]([O:24][C:21]2[CH:22]=[CH:23][C:18]([O:17][C:15](=[O:16])[N:2]([CH3:1])[C:3]3[CH:8]=[CH:7][CH:6]=[CH:5][C:4]=3[O:9][C:10]([F:11])([F:12])[F:13])=[CH:19][CH:20]=2)=[N:26][CH:27]=1. (3) Given the reactants [CH3:1][C:2]1[CH:7]=[CH:6][C:5]([S:8](Cl)(=[O:10])=[O:9])=[CH:4][CH:3]=1.[NH2:12][C:13]1[CH:14]=[C:15]([CH:25]=[CH:26][C:27]=1[O:28][CH3:29])[C:16]([NH:18][C:19]1[CH:24]=[CH:23][CH:22]=[CH:21][CH:20]=1)=[O:17], predict the reaction product. The product is: [CH3:1][C:2]1[CH:7]=[CH:6][C:5]([S:8]([NH:12][C:13]2[CH:14]=[C:15]([CH:25]=[CH:26][C:27]=2[O:28][CH3:29])[C:16]([NH:18][C:19]2[CH:24]=[CH:23][CH:22]=[CH:21][CH:20]=2)=[O:17])(=[O:10])=[O:9])=[CH:4][CH:3]=1. (4) The product is: [CH3:32][N:33]1[CH2:38][CH2:37][N:36]([CH2:39][CH2:40][C:41]([NH:1][CH2:2][C:3]2[CH:8]=[N:7][C:6]([C:9]3[CH:31]=[CH:30][CH:29]=[C:11]([CH2:12][N:13]4[C:18](=[O:19])[CH:17]=[CH:16][C:15]([C:20]5[CH:21]=[C:22]([F:28])[C:23]([F:27])=[C:24]([F:26])[CH:25]=5)=[N:14]4)[CH:10]=3)=[N:5][CH:4]=2)=[O:42])[CH2:35][CH2:34]1. Given the reactants [NH2:1][CH2:2][C:3]1[CH:4]=[N:5][C:6]([C:9]2[CH:10]=[C:11]([CH:29]=[CH:30][CH:31]=2)[CH2:12][N:13]2[C:18](=[O:19])[CH:17]=[CH:16][C:15]([C:20]3[CH:25]=[C:24]([F:26])[C:23]([F:27])=[C:22]([F:28])[CH:21]=3)=[N:14]2)=[N:7][CH:8]=1.[CH3:32][N:33]1[CH2:38][CH2:37][N:36]([CH2:39][CH2:40][C:41](O)=[O:42])[CH2:35][CH2:34]1.CN1CCOCC1.CCN=C=NCCCN(C)C.Cl.C1C=CC2N(O)N=NC=2C=1, predict the reaction product. (5) Given the reactants [Cl:1][C:2]1[CH:3]=[CH:4][C:5]([C:39]#[N:40])=[C:6]([C:8]2[C:13]([O:14][CH3:15])=[CH:12][N:11]([CH:16]([CH2:33][CH:34]3[CH2:37][CH2:36][CH2:35]3)[C:17]([NH:19][C:20]3[CH:32]=[CH:31][C:23]([C:24]([O:26]C(C)(C)C)=[O:25])=[CH:22][CH:21]=3)=[O:18])[C:10](=[O:38])[CH:9]=2)[CH:7]=1.C(O)(C(F)(F)F)=O, predict the reaction product. The product is: [Cl:1][C:2]1[CH:3]=[CH:4][C:5]([C:39]#[N:40])=[C:6]([C:8]2[C:13]([O:14][CH3:15])=[CH:12][N:11]([CH:16]([CH2:33][CH:34]3[CH2:35][CH2:36][CH2:37]3)[C:17]([NH:19][C:20]3[CH:32]=[CH:31][C:23]([C:24]([OH:26])=[O:25])=[CH:22][CH:21]=3)=[O:18])[C:10](=[O:38])[CH:9]=2)[CH:7]=1. (6) Given the reactants C1(C[O:5][C:6](=[O:33])[CH:7]([C:12]2[CH:17]=[C:16]([O:18][CH2:19][CH:20]3[CH2:22][CH2:21]3)[C:15]([C:23]3[CH:24]=[CH:25][C:26]4[C:27]([CH:31]=3)=[N:28][S:29][N:30]=4)=[C:14]([Cl:32])[CH:13]=2)[CH2:8][CH:9]([CH3:11])[CH3:10])CC1.[OH-].[K+], predict the reaction product. The product is: [N:30]1[S:29][N:28]=[C:27]2[CH:31]=[C:23]([C:15]3[C:16]([O:18][CH2:19][CH:20]4[CH2:22][CH2:21]4)=[CH:17][C:12]([CH:7]([CH2:8][CH:9]([CH3:10])[CH3:11])[C:6]([OH:33])=[O:5])=[CH:13][C:14]=3[Cl:32])[CH:24]=[CH:25][C:26]=12. (7) Given the reactants Br[C:2]1[CH:7]=[CH:6][CH:5]=[C:4]([C:8]([F:11])([F:10])[F:9])[CH:3]=1.[Mg].II.[Br:15][C:16]1[N:21]2[CH:22]=[C:23]([CH:25]=[O:26])[N:24]=[C:20]2[CH:19]=[CH:18][CH:17]=1.[Cl-].[NH4+], predict the reaction product. The product is: [Br:15][C:16]1[N:21]2[CH:22]=[C:23]([CH:25]([C:2]3[CH:7]=[CH:6][CH:5]=[C:4]([C:8]([F:11])([F:10])[F:9])[CH:3]=3)[OH:26])[N:24]=[C:20]2[CH:19]=[CH:18][CH:17]=1. (8) Given the reactants S(Cl)([Cl:3])=O.O[CH2:6][C:7](=[CH2:13])[C:8]([O:10][CH2:11][CH3:12])=[O:9], predict the reaction product. The product is: [Cl:3][CH2:6][C:7](=[CH2:13])[C:8]([O:10][CH2:11][CH3:12])=[O:9]. (9) Given the reactants [F:1][C:2]1[C:3]([OH:21])=[CH:4][CH:5]=[C:6]2[C:11]=1[C:10]([CH3:13])([CH3:12])[C:9](=[O:14])[C:8]([C:15](OCC)=[O:16])=[C:7]2[OH:20].Cl.[NH2:23][CH2:24][C:25]([O:27][C:28]([CH3:31])([CH3:30])[CH3:29])=[O:26].C(N(C(C)C)C(C)C)C, predict the reaction product. The product is: [F:1][C:2]1[C:3]([OH:21])=[CH:4][CH:5]=[C:6]2[C:11]=1[C:10]([CH3:13])([CH3:12])[C:9](=[O:14])[C:8]([C:15]([NH:23][CH2:24][C:25]([O:27][C:28]([CH3:31])([CH3:30])[CH3:29])=[O:26])=[O:16])=[C:7]2[OH:20].